This data is from Experimentally validated miRNA-target interactions with 360,000+ pairs, plus equal number of negative samples. The task is: Binary Classification. Given a miRNA mature sequence and a target amino acid sequence, predict their likelihood of interaction. (1) The miRNA is hsa-miR-6787-5p with sequence UGGCGGGGGUAGAGCUGGCUGC. The protein sequence of the target gene is MSKGPGPGGSAASSAPPAATAQVLQAQPEKPQHYTYLKEFRTEQCPLFVQHKCTQHRPYTCFHWHFVNQRRRRSIRRRDGTFNYSPDVYCTKYDEATGLCPEGDECPFLHRTTGDTERRYHLRYYKTGICIHETDSKGNCTKNGLHCAFAHGPHDLRSPVYDIRELQAMEALQNGQTTVEGSIEGQSAGAASHAMIEKILSEEPRWQETAYVLGNYKTEPCKKPPRLCRQGYACPYYHNSKDRRRSPRKHKYRSSPCPNVKHGDEWGDPGKCENGDACQYCHTRTEQQFHPEIYKSTKCN.... Result: 1 (interaction). (2) The miRNA is hsa-miR-4757-5p with sequence AGGCCUCUGUGACGUCACGGUGU. The protein sequence of the target gene is MSNVSGILETAGVPLVSANWPQPSPPPAVPAGPQMDHMGNSSQGAPWLFLTSALARGVSGIFVWTALVLTCHQIYLHLRSYTVPQEQRYIIRLLLIVPIYAFDSWLSLLLLGDHQYYVYFDSVRDCYEAFVIYSFLSLCFQYLGGEGAIMAEIRGKPIKSSCLYGTCCLRGMTYSIGFLRFCKQATLQFCLVKPVMAVTTIILQAFGKYHDGDFNVRSGYLYVTLIYNASVSLALYALFLFYFTTRELLRPFQPVLKFLTIKAVIFLSFWQGLLLAILERCGVIPEVETSGGNKLGAGTL.... Result: 1 (interaction). (3) The miRNA is hsa-miR-6507-3p with sequence CAAAGUCCUUCCUAUUUUUCCC. The protein sequence of the target gene is MELENQTRVTKFILVGFPGSLSMRAAMFLIFLVAYILTVAENVIIILLVLQNRPLHKPMYFFLANLSFLETWYISVTVPKLLFSFWSVNNSISFTLCMIQLYFFIALMCTECVLLAAMAYDRYVAICRPLHYPTIMSHGLCFRLALGSWAIGFGISLAKIYFISCLSFCGPNVINHFFCDISPVLNLSCTDMSITELVDFILALVIFLFPLFITVLSYGCILATILCMPTGKQKAFSTCASHLVVVTIFYSAIIFMYARPRVIHAFNMNKIISIFYAIVTPSLNPFIYCLRNREVKEALK.... Result: 0 (no interaction). (4) The miRNA is cel-miR-239a-5p with sequence UUUGUACUACACAUAGGUACUGG. The protein sequence of the target gene is MSFCSFFGGEVFQNHFEPGVYVCAKCGYELFSSRSKYAHSSPWPAFTETIHADSVAKRPEHNRSEALKVSCGKCGNGLGHEFLNDGPKPGQSRFUIFSSSLKFVPKGKETSASQGH. Result: 0 (no interaction). (5) The miRNA is hsa-miR-215-5p with sequence AUGACCUAUGAAUUGACAGAC. The protein sequence of the target gene is MAWRGAGPSVPGAPGGVGLSLGLLLQLLLLLGPARGFGDEEERRCDPIRISMCQNLGYNVTKMPNLVGHELQTDAELQLTTFTPLIQYGCSSQLQFFLCSVYVPMCTEKINIPIGPCGGMCLSVKRRCEPVLKEFGFAWPESLNCSKFPPQNDHNHMCMEGPGDEEVPLPHKTPIQPGEECHSVGTNSDQYIWVKRSLNCVLKCGYDAGLYSRSAKEFTDIWMAVWASLCFISTAFTVLTFLIDSSRFSYPERPIIFLSMCYNIYSIAYIVRLTVGRERISCDFEEAAEPVLIQEGLKNT.... Result: 1 (interaction). (6) The miRNA is hsa-miR-181a-2-3p with sequence ACCACUGACCGUUGACUGUACC. The protein sequence of the target gene is MKNPEEAADGKQRIHLRPGSLRGAAPAKLHLLPCDVLVSRPAPVDRFFTPAVRHDADGLQASFRGRGLRGEEVAVPPGFAGFVMVTEEKGEGLIGKLNFSGDAEDKADEAQEPLERDFDRLIGATGSFSHFTLWGLETVPGPDAKVHRALGWPSLAAAIHAQVPED. Result: 0 (no interaction). (7) The miRNA is ath-miR156f-5p with sequence UGACAGAAGAGAGUGAGCAC. The protein sequence of the target gene is MEGKRSQGQGYMKKKSYLVEEDMETDTDEEEEVGRDRVRGSRGSINRGGSLRLCQVDRCTADMKEAKLYHRRHKVCEVHAKASSVFLSGLNQRFCQQCSRFHDLQEFDEAKRSCRRRLAGHNERRRKSSGESTYGEGSGRRGINGQVVMQNQERSRVEMTLPMPNSSFKRPQIR. Result: 1 (interaction). (8) The miRNA is hsa-miR-2054 with sequence CUGUAAUAUAAAUUUAAUUUAUU. The protein sequence of the target gene is MLRLQMTDGHISCTAVEFSYMSKISLNTPPGTKVKLSGIVDIKNGFLLLNDSNTTVLGGEVEHLIEKWELQRSLSKHNRSNIGTEGGPPPFVPFGQKCVSHVQVDSRELDRRKTLQVTMPVKPTNDNDEFEKQRTAAIAEVAKSKETKTFGGGGGGARSNLNMNAAGNRNREVLQKEKSTKSEGKHEGVYRELVDEKALKHITEMGFSKEASRQALMDNGNNLEAALNVLLTSNKQKPVMGPPLRGRGKGRGRIRSEDEEDLGNARPSAPSTLFDFLESKMGTLNVEEPKSQPQQLHQGQ.... Result: 0 (no interaction).